From a dataset of Forward reaction prediction with 1.9M reactions from USPTO patents (1976-2016). Predict the product of the given reaction. (1) Given the reactants [CH3:1][O:2][C:3]1[CH:4]=[C:5]2[CH:11]=[N:10][NH:9][C:6]2=[CH:7][N:8]=1.[OH-].[K+].[I:14]I, predict the reaction product. The product is: [I:14][C:11]1[C:5]2[C:6](=[CH:7][N:8]=[C:3]([O:2][CH3:1])[CH:4]=2)[NH:9][N:10]=1. (2) The product is: [CH3:5][C:4]1([CH3:3])[C:8](=[O:9])[O:10][CH2:4][C:8](=[O:9])[O:10]1. Given the reactants ClC1C=C[CH:5]=[C:4]([C:8]([O:10]O)=[O:9])[CH:3]=1, predict the reaction product.